Dataset: Forward reaction prediction with 1.9M reactions from USPTO patents (1976-2016). Task: Predict the product of the given reaction. (1) Given the reactants [F:1][C:2]1([F:24])[CH2:7][CH2:6][CH:5]([CH2:8][NH:9][C:10]2[CH:15]=[CH:14][C:13]([NH:16][C:17](=[O:20])[O:18][CH3:19])=[CH:12][C:11]=2[N+:21]([O-])=O)[CH2:4][CH2:3]1, predict the reaction product. The product is: [NH2:21][C:11]1[CH:12]=[C:13]([NH:16][C:17](=[O:20])[O:18][CH3:19])[CH:14]=[CH:15][C:10]=1[NH:9][CH2:8][CH:5]1[CH2:6][CH2:7][C:2]([F:24])([F:1])[CH2:3][CH2:4]1. (2) The product is: [NH2:11][C:12]1[C:21]2[N:22]=[C:23]([CH2:30][CH2:31][CH2:32][CH3:33])[N:24]([CH2:25][CH2:26][CH2:27][CH2:28][NH:29][C:2](=[O:3])[O:4][C:5]3[CH:10]=[CH:9][CH:8]=[CH:7][CH:6]=3)[C:20]=2[C:19]2[N:18]=[CH:17][CH:16]=[CH:15][C:14]=2[N:13]=1. Given the reactants Cl[C:2]([O:4][C:5]1[CH:10]=[CH:9][CH:8]=[CH:7][CH:6]=1)=[O:3].[NH2:11][C:12]1[C:21]2[N:22]=[C:23]([CH2:30][CH2:31][CH2:32][CH3:33])[N:24]([CH2:25][CH2:26][CH2:27][CH2:28][NH2:29])[C:20]=2[C:19]2[N:18]=[CH:17][CH:16]=[CH:15][C:14]=2[N:13]=1, predict the reaction product. (3) Given the reactants Br[CH2:2][C:3]([C:5]1[CH:10]=[CH:9][C:8]([N:11]2[CH2:16][CH2:15][O:14][CH2:13][CH2:12]2)=[C:7]([F:17])[CH:6]=1)=[O:4].[C:18]1(=[O:28])[NH:22][C:21](=[O:23])[C:20]2=[CH:24][CH:25]=[CH:26][CH:27]=[C:19]12.[K], predict the reaction product. The product is: [F:17][C:7]1[CH:6]=[C:5]([C:3](=[O:4])[CH2:2][N:22]2[C:18](=[O:28])[C:19]3[C:20](=[CH:24][CH:25]=[CH:26][CH:27]=3)[C:21]2=[O:23])[CH:10]=[CH:9][C:8]=1[N:11]1[CH2:16][CH2:15][O:14][CH2:13][CH2:12]1.